From a dataset of NCI-60 drug combinations with 297,098 pairs across 59 cell lines. Regression. Given two drug SMILES strings and cell line genomic features, predict the synergy score measuring deviation from expected non-interaction effect. (1) Drug 1: CC1CCC2CC(C(=CC=CC=CC(CC(C(=O)C(C(C(=CC(C(=O)CC(OC(=O)C3CCCCN3C(=O)C(=O)C1(O2)O)C(C)CC4CCC(C(C4)OC)O)C)C)O)OC)C)C)C)OC. Drug 2: CC(C)CN1C=NC2=C1C3=CC=CC=C3N=C2N. Cell line: OVCAR3. Synergy scores: CSS=20.9, Synergy_ZIP=-3.60, Synergy_Bliss=-2.80, Synergy_Loewe=-9.25, Synergy_HSA=-3.91. (2) Cell line: SF-539. Synergy scores: CSS=-0.0385, Synergy_ZIP=1.27, Synergy_Bliss=2.39, Synergy_Loewe=-2.78, Synergy_HSA=-1.44. Drug 1: CCC(=C(C1=CC=CC=C1)C2=CC=C(C=C2)OCCN(C)C)C3=CC=CC=C3.C(C(=O)O)C(CC(=O)O)(C(=O)O)O. Drug 2: C1C(C(OC1N2C=NC(=NC2=O)N)CO)O. (3) Drug 1: C1=CC(=CC=C1CCC2=CNC3=C2C(=O)NC(=N3)N)C(=O)NC(CCC(=O)O)C(=O)O. Drug 2: CC1=C(C(=O)C2=C(C1=O)N3CC4C(C3(C2COC(=O)N)OC)N4)N. Cell line: DU-145. Synergy scores: CSS=56.7, Synergy_ZIP=-3.95, Synergy_Bliss=-4.51, Synergy_Loewe=-3.13, Synergy_HSA=0.480.